This data is from Reaction yield outcomes from USPTO patents with 853,638 reactions. The task is: Predict the reaction yield, written as a fraction of the theoretical maximum amount of product (1.0 means a 100% yield; for example, 0.34 means a 34% yield). (1) The reactants are [OH:1][C:2]1[C:7]2[C@@:8]3([OH:46])[C@@:21]([O:25][CH3:26])([C@H:22]([OH:24])[CH2:23][C:6]=2[CH:5]=[C:4]([CH3:47])[C:3]=1[C:48]([O:50][CH3:51])=[O:49])[C:20](=[O:27])[C:19]1[C:10](=[CH:11][C:12]2[C:13](=[O:44])[C:14]([NH:30][C@@H:31]4[C@H:36]([O:37][CH3:38])[C:35](=[N:39][OH:40])[C@@H:34]([O:41][CH3:42])[C@H:33]([CH3:43])[O:32]4)=[CH:15][C:16](=[O:29])[C:17]=2[C:18]=1[OH:28])[C:9]3=[O:45].Cl.O(N)[CH3:54].N1C=CC=CC=1. The catalyst is CO. The product is [CH3:38][O:37][C@H:36]1[C@@H:31]([NH:30][C:14]2[C:13](=[O:44])[C:12]3[CH:11]=[C:10]4[C:19]([C:20](=[O:27])[C@@:21]5([O:25][CH3:26])[C@@:8]([OH:46])([C:9]4=[O:45])[C:7]4[C:2]([OH:1])=[C:3]([C:48]([O:50][CH3:51])=[O:49])[C:4]([CH3:47])=[CH:5][C:6]=4[CH2:23][C@H:22]5[OH:24])=[C:18]([OH:28])[C:17]=3[C:16](=[O:29])[CH:15]=2)[O:32][C@@H:33]([CH3:43])[C@H:34]([O:41][CH3:42])/[C:35]/1=[N:39]/[O:40][CH3:54]. The yield is 0.540. (2) The reactants are N[C@@H:2]([C:7]([OH:9])=[O:8])[C:3]([SH:6])([CH3:5])[CH3:4].[OH-].[Na+].Br[CH2:13][CH2:14][OH:15].C(=O)([O-])[O-].[Na+].[Na+].C(OC1C=CC(S(Cl)(=O)=O)=CC=1)#CCC. The catalyst is CO.CN(C=O)C. The product is [OH:15][CH2:14][CH2:13][S:6][C:3]([CH3:5])([CH3:4])[CH2:2][C:7]([OH:9])=[O:8]. The yield is 0.896.